The task is: Predict which catalyst facilitates the given reaction.. This data is from Catalyst prediction with 721,799 reactions and 888 catalyst types from USPTO. (1) Reactant: [NH:1]1[CH2:6][CH2:5][CH:4]([N:7]2[CH:11]=[N:10][NH:9][C:8]2=[O:12])[CH2:3][CH2:2]1.[Cl:13][C:14]1[N:18]2[CH:19]=[C:20]([C:27]3[CH:31]=[CH:30][O:29][CH:28]=3)[CH:21]=[C:22]([C:23]([F:26])([F:25])[F:24])[C:17]2=[N:16][C:15]=1[C:32](O)=[O:33].CN(C(ON1N=NC2C=CC=NC1=2)=[N+](C)C)C.F[P-](F)(F)(F)(F)F.CCN(C(C)C)C(C)C.Cl. Product: [Cl:13][C:14]1[N:18]2[CH:19]=[C:20]([C:27]3[CH:31]=[CH:30][O:29][CH:28]=3)[CH:21]=[C:22]([C:23]([F:25])([F:24])[F:26])[C:17]2=[N:16][C:15]=1[C:32]([N:1]1[CH2:2][CH2:3][CH:4]([N:7]2[CH:11]=[N:10][NH:9][C:8]2=[O:12])[CH2:5][CH2:6]1)=[O:33]. The catalyst class is: 42. (2) Reactant: Cl.C([N:9]1[CH2:17][C:16]2[C:15]([Cl:18])=[N:14][C:13]([Cl:19])=[N:12][C:11]=2[CH2:10]1)C1C=CC=CC=1.C(N(CC)CC)C.ClC(OC(Cl)C)=O.O. Product: [ClH:18].[Cl:19][C:13]1[N:14]=[C:15]([Cl:18])[C:16]2[CH2:17][NH:9][CH2:10][C:11]=2[N:12]=1. The catalyst class is: 26. (3) Reactant: [Cl:1][C:2]1[S:3][C:4]([Cl:14])=[C:5]([Cl:13])[C:6]=1[C@@H:7]1[CH2:9][C@H:8]1[C:10](=O)[CH3:11].N1C=CC=CC=1.Cl.[CH3:22][O:23][NH2:24]. Product: [CH3:22][O:23][N:24]=[C:10]([C@@H:8]1[CH2:9][C@H:7]1[C:6]1[C:5]([Cl:13])=[C:4]([Cl:14])[S:3][C:2]=1[Cl:1])[CH3:11]. The catalyst class is: 24. (4) Reactant: [CH:1]1([N:6]2[CH:10]=[C:9]([N+:11]([O-:13])=[O:12])[CH:8]=[C:7]2[C:14]([O:16]CC)=[O:15])[CH2:5][CH2:4][CH2:3][CH2:2]1.[OH-].[Na+].Cl. Product: [CH:1]1([N:6]2[CH:10]=[C:9]([N+:11]([O-:13])=[O:12])[CH:8]=[C:7]2[C:14]([OH:16])=[O:15])[CH2:2][CH2:3][CH2:4][CH2:5]1. The catalyst class is: 40. (5) Reactant: [O:1]1[C:5]2[CH:6]=[CH:7][CH:8]=[CH:9][C:4]=2[N:3]=[C:2]1[C:10]1[CH:11]=[C:12]([NH2:16])[CH:13]=[CH:14][CH:15]=1.[C:17]([O:21][C:22]([N:24]1[CH2:29][CH2:28][C:27]([NH:33][C:34]([O:36][C:37]([CH3:40])([CH3:39])[CH3:38])=[O:35])([C:30](O)=[O:31])[CH2:26][CH2:25]1)=[O:23])([CH3:20])([CH3:19])[CH3:18].CN(C(ON1N=NC2C=CC=NC1=2)=[N+](C)C)C.F[P-](F)(F)(F)(F)F.CCN(C(C)C)C(C)C. Product: [C:17]([O:21][C:22]([N:24]1[CH2:29][CH2:28][C:27]([NH:33][C:34]([O:36][C:37]([CH3:40])([CH3:39])[CH3:38])=[O:35])([C:30](=[O:31])[NH:16][C:12]2[CH:13]=[CH:14][CH:15]=[C:10]([C:2]3[O:1][C:5]4[CH:6]=[CH:7][CH:8]=[CH:9][C:4]=4[N:3]=3)[CH:11]=2)[CH2:26][CH2:25]1)=[O:23])([CH3:20])([CH3:19])[CH3:18]. The catalyst class is: 3.